Dataset: TCR-epitope binding with 47,182 pairs between 192 epitopes and 23,139 TCRs. Task: Binary Classification. Given a T-cell receptor sequence (or CDR3 region) and an epitope sequence, predict whether binding occurs between them. (1) The epitope is NLVPMVATV. The TCR CDR3 sequence is CASNQVTGTGAYGYTF. Result: 1 (the TCR binds to the epitope). (2) The epitope is GLCTLVAML. The TCR CDR3 sequence is CSVLAPDRGYDTQYF. Result: 0 (the TCR does not bind to the epitope). (3) The epitope is TLIGDCATV. The TCR CDR3 sequence is CASSYGGVYNEQFF. Result: 1 (the TCR binds to the epitope). (4) The epitope is LPRRSGAAGA. The TCR CDR3 sequence is CASSLGLGVNTEAFF. Result: 0 (the TCR does not bind to the epitope). (5) The epitope is LQPFPQPELPYPQPQ. The TCR CDR3 sequence is CASRPGWASHYNEQFF. Result: 0 (the TCR does not bind to the epitope). (6) The epitope is FLKEKGGL. The TCR CDR3 sequence is CASTSRPFSGHEQYF. Result: 0 (the TCR does not bind to the epitope). (7) The epitope is YVFCTVNAL. The TCR CDR3 sequence is CSVSSYYNEQFF. Result: 1 (the TCR binds to the epitope).